Dataset: Forward reaction prediction with 1.9M reactions from USPTO patents (1976-2016). Task: Predict the product of the given reaction. (1) Given the reactants [F:1][C:2]1[CH:27]=[C:26]([F:28])[CH:25]=[CH:24][C:3]=1[CH2:4][N:5]([CH2:16][C:17]1[CH:22]=[CH:21][C:20]([OH:23])=[CH:19][CH:18]=1)[C:6]1[CH:11]=[CH:10][CH:9]=[C:8]([N+:12]([O-:14])=[O:13])[C:7]=1[CH3:15].[Br:29][CH:30]=[CH:31][CH2:32]Br, predict the reaction product. The product is: [Br:29][CH:30]=[CH:31][CH2:32][O:23][C:20]1[CH:21]=[CH:22][C:17]([CH2:16][N:5]([CH2:4][C:3]2[CH:24]=[CH:25][C:26]([F:28])=[CH:27][C:2]=2[F:1])[C:6]2[CH:11]=[CH:10][CH:9]=[C:8]([N+:12]([O-:14])=[O:13])[C:7]=2[CH3:15])=[CH:18][CH:19]=1. (2) Given the reactants [Br:1][C:2]1[C:7]([CH3:8])=[CH:6][C:5]([NH2:9])=[CH:4][C:3]=1[CH3:10].[C:11](OC(=O)C)(=[O:13])[CH3:12], predict the reaction product. The product is: [Br:1][C:2]1[C:7]([CH3:8])=[CH:6][C:5]([NH:9][C:11](=[O:13])[CH3:12])=[CH:4][C:3]=1[CH3:10]. (3) Given the reactants [NH2:1][C:2]1[CH:10]=[CH:9][C:5]([C:6]([OH:8])=O)=[CH:4][CH:3]=1.C(Cl)CCl.C1C=CC2N(O)N=NC=2C=1.C(N(CC)CC)C.[N:32]1([C:38]([O:40][C:41]([CH3:44])([CH3:43])[CH3:42])=[O:39])[CH2:37][CH2:36][NH:35][CH2:34][CH2:33]1.[OH-].[Na+], predict the reaction product. The product is: [C:41]([O:40][C:38]([N:32]1[CH2:37][CH2:36][N:35]([C:6](=[O:8])[C:5]2[CH:4]=[CH:3][C:2]([NH2:1])=[CH:10][CH:9]=2)[CH2:34][CH2:33]1)=[O:39])([CH3:44])([CH3:42])[CH3:43]. (4) Given the reactants [CH2:1]([N:3]([CH2:36][CH3:37])[CH2:4][CH2:5][CH2:6][NH:7][C:8]1[N:9]=[C:10]([C:27]2[CH:28]=[C:29]([CH:33]=[CH:34][CH:35]=2)[C:30]([OH:32])=O)[C:11]2[CH:17]=[CH:16][C:15](=[O:18])[N:14]([C:19]3[C:24]([F:25])=[CH:23][CH:22]=[CH:21][C:20]=3[F:26])[C:12]=2[N:13]=1)[CH3:2].CN(C(ON1N=[N:53][C:48]2[CH:49]=[CH:50][CH:51]=[CH:52]C1=2)=[N+](C)C)C.F[P-](F)(F)(F)(F)F.C(N(CC)CC)C.C1(N)CCCC1, predict the reaction product. The product is: [CH:48]1([NH:53][C:30](=[O:32])[C:29]2[CH:33]=[CH:34][CH:35]=[C:27]([C:10]3[C:11]4[CH:17]=[CH:16][C:15](=[O:18])[N:14]([C:19]5[C:24]([F:25])=[CH:23][CH:22]=[CH:21][C:20]=5[F:26])[C:12]=4[N:13]=[C:8]([NH:7][CH2:6][CH2:5][CH2:4][N:3]([CH2:36][CH3:37])[CH2:1][CH3:2])[N:9]=3)[CH:28]=2)[CH2:49][CH2:50][CH2:51][CH2:52]1. (5) The product is: [O:35]=[C:29]1[CH:28]([N:22]2[CH2:21][C:20]3[C:24](=[CH:25][CH:26]=[C:18]([CH2:17][NH:16][C:3](=[O:5])[C:2]([F:1])([F:14])[C:6]4[CH:11]=[CH:10][C:9]([O:12][CH3:13])=[CH:8][N:7]=4)[CH:19]=3)[C:23]2=[O:27])[CH2:33][CH2:32][C:31](=[O:34])[NH:30]1. Given the reactants [F:1][C:2]([F:14])([C:6]1[CH:11]=[CH:10][C:9]([O:12][CH3:13])=[CH:8][N:7]=1)[C:3]([OH:5])=O.Cl.[NH2:16][CH2:17][C:18]1[CH:19]=[C:20]2[C:24](=[CH:25][CH:26]=1)[C:23](=[O:27])[N:22]([CH:28]1[CH2:33][CH2:32][C:31](=[O:34])[NH:30][C:29]1=[O:35])[CH2:21]2.C(N(CC)C(C)C)(C)C.F[P-](F)(F)(F)(F)F.CN(C(N(C)C)=[N+]1C2C(=NC=CC=2)[N+]([O-])=N1)C, predict the reaction product.